From a dataset of Catalyst prediction with 721,799 reactions and 888 catalyst types from USPTO. Predict which catalyst facilitates the given reaction. (1) Reactant: [C:1]([CH2:3][CH2:4][N:5]([CH2:10][CH2:11][CH2:12][N:13]([CH2:26][C:27]1[CH:32]=[CH:31][CH:30]=[CH:29][CH:28]=1)[CH2:14][CH2:15][CH2:16][N:17]([CH2:22][CH2:23][C:24]#[N:25])[CH2:18][CH2:19][C:20]#[N:21])[CH2:6][CH2:7][C:8]#[N:9])#[N:2].[H][H]. The catalyst class is: 12. Product: [NH2:21][CH2:20][CH2:19][CH2:18][N:17]([CH2:16][CH2:15][CH2:14][N:13]([CH2:26][C:27]1[CH:32]=[CH:31][CH:30]=[CH:29][CH:28]=1)[CH2:12][CH2:11][CH2:10][N:5]([CH2:6][CH2:7][CH2:8][NH2:9])[CH2:4][CH2:3][CH2:1][NH2:2])[CH2:22][CH2:23][CH2:24][NH2:25]. (2) Reactant: [NH2:1][C:2]1[CH:3]=[C:4]([CH:7]=[CH:8][CH:9]=1)[CH:5]=[O:6].[Cl:10][C:11]1[CH:16]=[CH:15][C:14]([N:17]=[C:18]=[O:19])=[CH:13][CH:12]=1. Product: [Cl:10][C:11]1[CH:16]=[CH:15][C:14]([NH:17][C:18]([NH:1][C:2]2[CH:9]=[CH:8][CH:7]=[C:4]([CH:5]=[O:6])[CH:3]=2)=[O:19])=[CH:13][CH:12]=1. The catalyst class is: 3. (3) Reactant: [F:1][C:2]1[CH:9]=[CH:8][C:7]([CH:10]=[C:11]2[C:19]3[C:14](=[CH:15][CH:16]=[CH:17][CH:18]=3)[C:13](=O)[O:12]2)=[CH:6][C:3]=1[C:4]#N.[OH-:21].[Na+].[OH2:23].[NH2:24][NH2:25].Cl. Product: [F:1][C:2]1[CH:9]=[CH:8][C:7]([CH2:10][C:11]2[C:19]3[C:14](=[CH:15][CH:16]=[CH:17][CH:18]=3)[C:13](=[O:12])[NH:25][N:24]=2)=[CH:6][C:3]=1[C:4]([OH:23])=[O:21]. The catalyst class is: 6. (4) Reactant: C(OC(=O)[NH:7][C@@H:8]([C:10]1[CH:15]=[CH:14][C:13](Br)=[CH:12][CH:11]=1)[CH3:9])(C)(C)C.[Cl:18][C:19]1[CH:20]=[CH:21][C:22]([O:28][CH3:29])(B(O)O)[NH:23][CH:24]=1.C(=O)([O-])[O-].[Na+].[Na+]. Product: [Cl:18][C:19]1[CH:20]=[C:21]([C:13]2[CH:12]=[CH:11][C:10]([C@H:8]([NH2:7])[CH3:9])=[CH:15][CH:14]=2)[C:22]([O:28][CH3:29])=[N:23][CH:24]=1. The catalyst class is: 741. (5) Reactant: [C:1]([NH:4][NH:5]C(=O)C1C=C(CC)C(OC)=NC=1C)(=[O:3])[CH3:2].S(Cl)([C:22]1[CH:28]=[CH:27][C:25](C)=[CH:24][CH:23]=1)(=O)=O.C([N:34]=P1(N(CC)CC)N(C)CCCN1C)(C)(C)C. The catalyst class is: 7. Product: [CH3:2][C:1]1[O:3][C:22]([C:28]2[CH:27]=[CH:25][CH:24]=[CH:23][N:34]=2)=[N:5][N:4]=1. (6) Reactant: [F:1][CH:2]1[CH2:7][CH2:6][N:5]([CH2:8][C:9]2[CH:14]=[CH:13][C:12]([C:15]#[C:16][C:17]3[CH:25]=[CH:24][C:20]([C:21]([OH:23])=O)=[CH:19][CH:18]=3)=[CH:11][CH:10]=2)[CH2:4][CH2:3]1.CN(C(ON1N=NC2C=CC=NC1=2)=[N+](C)C)C.F[P-](F)(F)(F)(F)F.CCN(C(C)C)C(C)C.Cl.[CH3:60][O:61][C:62](=[O:85])[C@@H:63]([NH2:84])[C@H:64]([NH:66][C:67]([O:69][CH2:70][CH:71]1[C:83]2[CH:82]=[CH:81][CH:80]=[CH:79][C:78]=2[C:77]2[C:72]1=[CH:73][CH:74]=[CH:75][CH:76]=2)=[O:68])[CH3:65].Cl. The catalyst class is: 31. Product: [CH3:60][O:61][C:62](=[O:85])[C@@H:63]([NH:84][C:21](=[O:23])[C:20]1[CH:24]=[CH:25][C:17]([C:16]#[C:15][C:12]2[CH:11]=[CH:10][C:9]([CH2:8][N:5]3[CH2:6][CH2:7][CH:2]([F:1])[CH2:3][CH2:4]3)=[CH:14][CH:13]=2)=[CH:18][CH:19]=1)[C@H:64]([NH:66][C:67]([O:69][CH2:70][CH:71]1[C:72]2[CH:73]=[CH:74][CH:75]=[CH:76][C:77]=2[C:78]2[C:83]1=[CH:82][CH:81]=[CH:80][CH:79]=2)=[O:68])[CH3:65]. (7) Reactant: [OH:1][CH:2]([C:27]([CH3:30])([CH3:29])[CH3:28])[CH2:3][O:4][C:5]1[CH:10]=[CH:9][C:8]([C:11]([C:16]2[CH:24]=[CH:23][C:19]([C:20](O)=[O:21])=[C:18]([CH3:25])[CH:17]=2)([CH2:14][CH3:15])[CH2:12][CH3:13])=[CH:7][C:6]=1[CH3:26].Cl.[NH2:32][CH2:33][CH2:34][S:35]([CH3:38])(=[O:37])=[O:36].C1C=CC2N(O)N=NC=2C=1.CCN(CC)CC.CCN=C=NCCCN(C)C. The catalyst class is: 2. Product: [CH2:12]([C:11]([C:16]1[CH:24]=[CH:23][C:19]([C:20]([NH:32][CH2:33][CH2:34][S:35]([CH3:38])(=[O:37])=[O:36])=[O:21])=[C:18]([CH3:25])[CH:17]=1)([C:8]1[CH:9]=[CH:10][C:5]([O:4][CH2:3][CH:2]([OH:1])[C:27]([CH3:30])([CH3:28])[CH3:29])=[C:6]([CH3:26])[CH:7]=1)[CH2:14][CH3:15])[CH3:13]. (8) Reactant: F[C:2]1[C:7]([F:8])=[C:6]([F:9])[N:5]=[CH:4][N:3]=1.[CH3:10][CH:11]1[CH2:16][CH:15]([CH3:17])[CH2:14][NH:13][CH2:12]1. Product: [F:9][C:6]1[C:7]([F:8])=[C:2]([N:13]2[CH2:14][CH:15]([CH3:17])[CH2:16][CH:11]([CH3:10])[CH2:12]2)[N:3]=[CH:4][N:5]=1. The catalyst class is: 11. (9) Reactant: [OH:1][C:2]1[CH:7]=[CH:6][C:5]([S:8][C:9]2[CH:14]=[CH:13][C:12]([OH:15])=[C:11]([CH3:16])[CH:10]=2)=[CH:4][C:3]=1[CH3:17].C([O-])([O-])=O.[Cs+].[Cs+].CN(C=O)C.Br[CH2:30][C:31]([O:33][C:34]([CH3:37])([CH3:36])[CH3:35])=[O:32]. Product: [C:34]([O:33][C:31](=[O:32])[CH2:30][O:1][C:2]1[CH:7]=[CH:6][C:5]([S:8][C:9]2[CH:14]=[CH:13][C:12]([OH:15])=[C:11]([CH3:16])[CH:10]=2)=[CH:4][C:3]=1[CH3:17])([CH3:37])([CH3:36])[CH3:35]. The catalyst class is: 6. (10) Reactant: [C:1]([O:4][C@@H:5]1[C@@H:10]([O:11][C:12](=[O:14])[CH3:13])[C@H:9]([O:15][C:16](=[O:18])[CH3:17])[C@@H:8]([CH2:19][O:20][C:21](=[O:23])[CH3:22])[O:7][C@H:6]1[C:24]1[CH:29]=[C:28]([CH3:30])[CH:27]=[C:26]([O:31][CH2:32][CH3:33])[C:25]=1[O:34][CH2:35][CH3:36])(=[O:3])[CH3:2].[Br:37]N1C(=O)CCC1=O.N(C(C)(C)C#N)=NC(C)(C)C#N. Product: [C:1]([O:4][C@@H:5]1[C@@H:10]([O:11][C:12](=[O:14])[CH3:13])[C@H:9]([O:15][C:16](=[O:18])[CH3:17])[C@@H:8]([CH2:19][O:20][C:21](=[O:23])[CH3:22])[O:7][C@H:6]1[C:24]1[CH:29]=[C:28]([CH2:30][Br:37])[CH:27]=[C:26]([O:31][CH2:32][CH3:33])[C:25]=1[O:34][CH2:35][CH3:36])(=[O:3])[CH3:2]. The catalyst class is: 53.